The task is: Regression. Given a peptide amino acid sequence and an MHC pseudo amino acid sequence, predict their binding affinity value. This is MHC class II binding data.. This data is from Peptide-MHC class II binding affinity with 134,281 pairs from IEDB. The MHC is DRB1_0901 with pseudo-sequence DRB1_0901. The peptide sequence is GTLHDKKSMGDDHFW. The binding affinity (normalized) is 0.300.